Dataset: Forward reaction prediction with 1.9M reactions from USPTO patents (1976-2016). Task: Predict the product of the given reaction. Given the reactants Cl.[C:2]([C:6]1[N:11]=[CH:10][C:9]([C:12]2[N:13]([C:33]([N:35]3[CH2:40][CH2:39][N:38]([CH2:41][C:42](O)=[O:43])[CH2:37][CH2:36]3)=[O:34])[C@@:14]([C:26]3[CH:31]=[CH:30][C:29]([Cl:32])=[CH:28][CH:27]=3)([CH3:25])[C@@:15]([C:18]3[CH:23]=[CH:22][C:21]([Cl:24])=[CH:20][CH:19]=3)([CH3:17])[N:16]=2)=[C:8]([O:45][CH2:46][CH3:47])[CH:7]=1)([CH3:5])([CH3:4])[CH3:3].[CH:48]([NH:51][CH3:52])([CH3:50])[CH3:49], predict the reaction product. The product is: [C:2]([C:6]1[N:11]=[CH:10][C:9]([C:12]2[N:13]([C:33]([N:35]3[CH2:40][CH2:39][N:38]([CH2:41][C:42]([N:51]([CH:48]([CH3:50])[CH3:49])[CH3:52])=[O:43])[CH2:37][CH2:36]3)=[O:34])[C@@:14]([C:26]3[CH:27]=[CH:28][C:29]([Cl:32])=[CH:30][CH:31]=3)([CH3:25])[C@@:15]([C:18]3[CH:23]=[CH:22][C:21]([Cl:24])=[CH:20][CH:19]=3)([CH3:17])[N:16]=2)=[C:8]([O:45][CH2:46][CH3:47])[CH:7]=1)([CH3:4])([CH3:3])[CH3:5].